From a dataset of Peptide-MHC class I binding affinity with 185,985 pairs from IEDB/IMGT. Regression. Given a peptide amino acid sequence and an MHC pseudo amino acid sequence, predict their binding affinity value. This is MHC class I binding data. The peptide sequence is YYCKSHKPPI. The MHC is HLA-A30:02 with pseudo-sequence HLA-A30:02. The binding affinity (normalized) is 0.136.